Dataset: Merck oncology drug combination screen with 23,052 pairs across 39 cell lines. Task: Regression. Given two drug SMILES strings and cell line genomic features, predict the synergy score measuring deviation from expected non-interaction effect. (1) Drug 1: Nc1ccn(C2OC(CO)C(O)C2(F)F)c(=O)n1. Drug 2: CC1(c2nc3c(C(N)=O)cccc3[nH]2)CCCN1. Cell line: VCAP. Synergy scores: synergy=4.81. (2) Drug 1: CN1C(=O)C=CC2(C)C3CCC4(C)C(NC(=O)OCC(F)(F)F)CCC4C3CCC12. Drug 2: COC1CC2CCC(C)C(O)(O2)C(=O)C(=O)N2CCCCC2C(=O)OC(C(C)CC2CCC(OP(C)(C)=O)C(OC)C2)CC(=O)C(C)C=C(C)C(O)C(OC)C(=O)C(C)CC(C)C=CC=CC=C1C. Cell line: VCAP. Synergy scores: synergy=-9.44.